This data is from Catalyst prediction with 721,799 reactions and 888 catalyst types from USPTO. The task is: Predict which catalyst facilitates the given reaction. (1) Reactant: [Cl:1][C:2]1[CH:7]=[CH:6][CH:5]=[CH:4][C:3]=1[SH:8].[H-].[Na+].[Br:11][CH2:12][CH2:13][CH2:14]Br. Product: [Cl:1][C:2]1[CH:7]=[CH:6][CH:5]=[CH:4][C:3]=1[S:8][CH2:14][CH2:13][CH2:12][Br:11]. The catalyst class is: 9. (2) Reactant: [CH2:1]([O:8][C:9]1[C:10]2[CH:23]=[CH:22][CH:21]=[CH:20][C:11]=2[C:12]2[C@H:13]([CH2:18][Cl:19])[CH2:14][NH:15][C:16]=2[CH:17]=1)[C:2]1[CH:7]=[CH:6][CH:5]=[CH:4][CH:3]=1.N1C=CC=CC=1.[F:30][C:31]([F:42])([F:41])[C:32](O[C:32](=[O:33])[C:31]([F:42])([F:41])[F:30])=[O:33].C(OCC)(=O)C. Product: [CH2:1]([O:8][C:9]1[C:10]2[CH:23]=[CH:22][CH:21]=[CH:20][C:11]=2[C:12]2[C@H:13]([CH2:18][Cl:19])[CH2:14][N:15]([C:32](=[O:33])[C:31]([F:42])([F:41])[F:30])[C:16]=2[CH:17]=1)[C:2]1[CH:3]=[CH:4][CH:5]=[CH:6][CH:7]=1. The catalyst class is: 6. (3) Reactant: [O:1]1[CH2:5][CH2:4][O:3][C:2]1([CH2:11][C:12](OC)=[O:13])[CH2:6][C:7](OC)=[O:8].[H-].[H-].[H-].[H-].[Li+].[Al+3]. Product: [O:1]1[CH2:5][CH2:4][O:3][C:2]1([CH2:6][CH2:7][OH:8])[CH2:11][CH2:12][OH:13]. The catalyst class is: 1. (4) Reactant: [F:1][C:2]1[CH:10]=[CH:9][C:5]([C:6]([OH:8])=O)=[CH:4][C:3]=1[CH3:11].CN(C(ON1N=NC2C=CC=CC1=2)=[N+](C)C)C.[B-](F)(F)(F)F.CN1CCOCC1.[CH:41]1([C@H:44]([NH:51][CH3:52])[CH2:45][N:46]2[CH2:49][CH:48]([OH:50])[CH2:47]2)[CH2:43][CH2:42]1. The catalyst class is: 85. Product: [CH:41]1([C@H:44]([N:51]([CH3:52])[C:6](=[O:8])[C:5]2[CH:9]=[CH:10][C:2]([F:1])=[C:3]([CH3:11])[CH:4]=2)[CH2:45][N:46]2[CH2:49][CH:48]([OH:50])[CH2:47]2)[CH2:43][CH2:42]1.